Dataset: Reaction yield outcomes from USPTO patents with 853,638 reactions. Task: Predict the reaction yield, written as a fraction of the theoretical maximum amount of product (1.0 means a 100% yield; for example, 0.34 means a 34% yield). (1) The reactants are [Cl:1][C:2]1[N:10]=[C:9]([O:11][CH2:12][CH3:13])[CH:8]=[CH:7][C:3]=1[C:4]([OH:6])=[O:5].[CH3:14]N(C)C=O.C(Cl)(=O)C(Cl)=O. The catalyst is O1CCCC1. The product is [Cl:1][C:2]1[N:10]=[C:9]([O:11][CH2:12][CH3:13])[CH:8]=[CH:7][C:3]=1[C:4]([O:6][CH3:14])=[O:5]. The yield is 0.980. (2) The reactants are [C:1]([C:3]1([C:9]2[CH:10]=[C:11]([CH:16]=[CH:17][CH:18]=2)[C:12]([O:14]C)=[O:13])[CH2:8][CH2:7][CH2:6][CH2:5][CH2:4]1)#[N:2].O.[OH-].[Li+].O1CCCC1.CO. The catalyst is O. The product is [C:1]([C:3]1([C:9]2[CH:10]=[C:11]([CH:16]=[CH:17][CH:18]=2)[C:12]([OH:14])=[O:13])[CH2:8][CH2:7][CH2:6][CH2:5][CH2:4]1)#[N:2]. The yield is 0.880.